The task is: Binary Classification. Given two protein amino acid sequences, predict whether they physically interact or not.. This data is from Human Reference Interactome with 51,813 positive PPI pairs across 8,248 proteins, plus equal number of experimentally-validated negative pairs. (1) Protein 1 (ENSG00000165996) has sequence MGRLTEAAAAGSGSRAAGWAGSPPTLLPLSPTSPRCAATMASSDEDGTNGGASEAGEDREAPGERRRLGVLATAWLTFYDIAMTAGRRLILSPRLECIGAISAHCQPQPPEFKRFSCLGLRSSWDYKRGPPRPINFCIFGRDRVSPCWPGWSRTPDLK*MGRLTEAAAAGSGSRAAGWAGSPPTLLPLSPTSPRCAATMASSDEDGTNGGASEAGEDREAPGERRRLGVLATAWLTFYDIAMTAGWLVLAIAMVRFYMEKGTHRGLYKSIQKTLKFFQTFALLEIVHCLIGIVPTSVIVT.... Protein 2 (ENSG00000130725) has sequence MIKLFSLKQQKKEEESAGGTKGSSKKASAAQLRIQKDINELNLPKTCDISFSDPDDLLNFKLVICPDEGFYKSGKFVFSFKVGQGYPHDPPKVKCETMVYHPNIDLEGNVCLNILREDWKPVLTINSIIYGLQYLFLEPNPEDPLNKEAAEVLQNNRRLFEQNVQRSMRGGYIGSTYFERCLK*FKLVICPDEGFYKSGKFVFSFKVGQGYPHDPPKVKCETMVYHPNIDLEGNVCLNILREDWKPVLTINSIIYGLQYLFLVSRNRWLGLGRLAFCPSGLLTPPTCTGHRSPTPRTH*M.... Result: 0 (the proteins do not interact). (2) Protein 1 (ENSG00000124827) has sequence MPAAAVQEAVGVCSYGMQLSWDINDPQMPQELALFDQFREWPDGYVRFIYSSDEKKAQRHLSGWAMRNTNNHNGHILKKSCLGVVVCTQACTLPDGSRLQLRPAICDKARLKQQKKACPNCHSALELIPCRGHSGYPVTNFWRLDGNAIFFQAKGVHDHPRPESKSETEARRSAIKRQMASFYQPQKKRIRESEAEENQDSSGHFSNIPPLENPEDFDIVTETSFPIPGQPCPSFPKSDVYKATCDLATFQGDKMPPFQKYSSPRIYLPRPPCSYELANPGYTNSSPYPTLYKDSTSIPN.... Protein 2 (ENSG00000143369) has sequence MGTTARAALVLTYLAVASAASEGGFTATGQRQLRPEHFQEVGYAAPPSPPLSRSLPMDHPDSSQHGPPFEGQSGKEGRGPRPHSQPWLGERVGCSHIPPSIVQPPPSQEATPLQQEKLLPAQLPAEKEVGPPLPQEAVPLQKELPSLQHPNEQKEGTPAPFGDQSHPEPESWNAAQHCQQDRSQGGWGHRLDGFPPGRPSPDNLNQICLPNRQHVVYGPWNLPQSSYSHLTRQGETLNFLEIGYSRCCHCRSHTNRLECAKLVWEEAMSRFCEAEFSVKTRPHWCCTRQGEARFSCFQEE.... Result: 1 (the proteins interact). (3) Protein 1 (ENSG00000114854) has sequence MDDIYKAAVEQLTEEQKNEFKAAFDIFVLGAEDGCISTKELGKVMRMLGQNPTPEELQEMIDEVDEDGSGTVDFDEFLVMMVRCMKDDSKGKSEEELSDLFRMFDKNADGYIDLDELKIMLQATGETITEDDIEELMKDGDKNNDGRIDYDEFLEFMKGVE*MRMLGQNPTPEELQEMIDEVDEDGSGTVDFDEFLVMMVRCMKDDSKGKSEEELSDLFRMFDKNADGYIDLDELKIMLQATGETITEDDIEELMKDGDKN. Protein 2 (ENSG00000138767) has sequence MPKEKYDPPDPRRIYTIMSAEEVANGKKSHWAELEISGRVRSLSTSLWSLTHLTALHLNDNYLSRIPPDIAKLHNLVYLDLSSNKLRSLPAELGNMVSLRELLLNNNLLRVLPYELGRLFQLQTLGLKGNPLSQDILNLYQDPDGTRKLLNFMLDNLAVHPEQLPPRPWITLKERDQILPSASFTVMCYNVLCDKYATRQLYGYCPSWALNWEYRKKGIMEEIVNCDADIISLQEVETEQYFTLFLPALKERGYDGFFSPKSRAKIMSEQERKHVDGCAIFFKTEKFTLVQKHTVEFNQV.... Result: 0 (the proteins do not interact). (4) Protein 1 (ENSG00000105722) has sequence MKTPADTGFAFPDWAYKPESSPGSRQIQLWHFILELLRKEEYQGVIAWQGDYGEFVIKDPDEVARLWGVRKCKPQMNYDKLSRALRYYYNKRILHKTKGKRFTYKFNFNKLVLVNYPFIDVGLAGGAVPQSAPPVPSGGSHFRFPPSTPSEVLSPTEDPRSPPACSSSSSSLFSAVVARRLGRGSVSDCSDGTSELEEPLGEDPRARPPGPPDLGAFRGPPLARLPHDPGVFRVYPRPRGGPEPLSPFPVSPLAGPGSLLPPQLSPALPMTPTHLAYTPSPTLSPMYPSGGGGPSGSGGG.... Protein 2 (ENSG00000168028) has sequence MSGALDVLQMKEEDVLKFLAAGTHLGGTNLDFQMEQYIYKRKSDGIYIINLKRTWEKLLLAARAIVAIENPADVSVISSRNTGQRAVLKFAAATGATPIAGRFTPGTFTNQIQAAFREPRLLVVTDPRADHQPLTEASYVNLPTIALCNTDSPLRYVDIAIPCNNKGAHSVGLMWWMLAREVLRMRGTISREHPWEVMPDLYFYRDPEEIEKEEQAAAEKAVTKEEFQGEWTAPAPEFTATQPEVADWSEGVQVPSVPIQQFPTEDWSAQPATEDWSAAPTAQATEWVGATTDWS*MSGA.... Result: 0 (the proteins do not interact). (5) Protein 1 (ENSG00000204542) has sequence MQGRVAGSCAPLGLLLVCLHLPGLFARSIGVVEEKVSQNLGTNLPQLGQPSSTGPSNSEHPQPALDPRSNDLARVPLKLSVPASDGFPPAGGSAVQRWPPSWGLPAMDSWPPEDPWQMMAAAAEDRLGEALPEELSYLSSAAALAPGSGPLPGESSPDATGLSPKASLLHQDSESRRLPRSNSLGAGGKILSQRPPWSLIHRVLPDHPWGTLNPSVSWGGGGPGTGWGTRPMPHPEGIWGINNQPPGTSWGNINRYPGGSWGNINRYPGGSWGNINRYPGGSWGNIHLYPGINNPFPPGV.... Protein 2 (ENSG00000237541) has sequence MILNKALLLGALALTAVMSPCGGEDIVADHVASYGVNFYQSHGPSGQYTHEFDGDEEFYVDLETKETVWQLPMFSKFISFDPQSALRNMAVGKHTLEFMMRQSNSTAATNEVPEVTVFSKFPVTLGQPNTLICLVDNIFPPVVNITWLSNGHSVTEGVSETSFLSKSDHSFFKISYLTFLPSADEIYDCKVEHWGLDEPLLKHWEPEIPAPMSELTETLVCALGLSVGLMGIVVGTVFIIQGLRSVGASRHQGLL*. Result: 0 (the proteins do not interact). (6) Protein 1 (ENSG00000016602) has sequence MGLFRGFVFLLVLCLLHQSNTSFIKLNNNGFEDIVIVIDPSVPEDEKIIEQIEDMVTTASTYLFEATEKRFFFKNVSILIPENWKENPQYKRPKHENHKHADVIVAPPTLPGRDEPYTKQFTECGEKGEYIHFTPDLLLGKKQNEYGPPGKLFVHEWAHLRWGVFDEYNEDQPFYRAKSKKIEATRCSAGISGRNRVYKCQGGSCLSRACRIDSTTKLYGKDCQFFPDKVQTEKASIMFMQSIDSVVEFCNEKTHNQEAPSLQNIKCNFRSTWEVISNSEDFKNTIPMVTPPPPPVFSLL.... Protein 2 (ENSG00000170006) has sequence MQAPRAALVFALVIALVPVGRGNYEELENSGDTTVESERPNKVTIPSTFAAVTIKETLNANINSTNFAPDENQLEFILMVLIPLILLVLLLLSVVFLATYYKRKRTKQEPSSQGSQSALQTYELGSENVKVPIFEEDTPSVMEIEMEELDKWMNSMNRNADFECLPTLKEEKESNHNPSDSES*MQAPRAALVFALVIALVPVGRGNYEELENSGDTTVESERPNKVTIPSTFAAVTIKETLNANINSTNFAPDENQLEFILMVLIPLILLVLLLLSVVFLATYYKRKRTKQEPSSQGSQ.... Result: 1 (the proteins interact). (7) Protein 1 (ENSG00000109906) has sequence MDLTKMGMIQLQNPSHPTGLLCKANQMRLAGTLCDVVIMVDSQEFHAHRTVLACTSKMFEILFHRNSQHYTLDFLSPKTFQQILEYAYTATLQAKAEDLDDLLYAAEILEIEYLEEQCLKMLETIQASDDNDTEATMADGGAEEEEDRKARYLKNIFISKHSSEESGYASVAGQSLPGPMVDQSPSVSTSFGLSAMSPTKAAVDSLMTIGQSLLQGTLQPPAGPEEPTLAGGGRHPGVAEVKTEMMQVDEVPSQDSPGAAESSISGGMGDKVEERGKEGPGTPTRSSVITSARELHYGRE.... Protein 2 (ENSG00000095637) has sequence MSSECDGGSKAVMNGLAPGSNGQDKATADPLRARSISAVKIIPVKTVKNASGLVLPTDMDLTKICTGKGAVTLRASSSYRETPSSSPASPQETRQHESKPGLEPEPSSADEWRLSSSADANGNAQPSSLAAKGYRSVHPNLPSDKSQDATSSSAAQPEVIVVPLYLVNTDRGQEGTARPPTPLGPLGCVPTIPATASAASPLTFPTLDDFIPPHLQRWPHHSQPARASGSFAPISQTPPSFSPPPPLVPPAPEDLRRVSEPDLTGAVSSTDSSPLLNEVSSSLIGTDSQAFPSVSKPSSA.... Result: 0 (the proteins do not interact).